Dataset: Forward reaction prediction with 1.9M reactions from USPTO patents (1976-2016). Task: Predict the product of the given reaction. (1) Given the reactants [CH3:1][C:2]([C:4]1[CH:9]=[CH:8][C:7]([Br:10])=[CH:6][CH:5]=1)=[O:3].[N:11](OCCC(C)C)=[O:12].C[O-].[Na+], predict the reaction product. The product is: [Br:10][C:7]1[CH:8]=[CH:9][C:4]([C:2](=[O:3])[CH:1]=[N:11][OH:12])=[CH:5][CH:6]=1. (2) Given the reactants [OH:1][C:2]1[CH:3]=[C:4]([CH2:10][CH2:11][C:12]([OH:14])=O)[CH:5]=[CH:6][C:7]=1[O:8][CH3:9], predict the reaction product. The product is: [OH:1][C:2]1[CH:3]=[C:4]2[C:5](=[CH:6][C:7]=1[O:8][CH3:9])[C:12](=[O:14])[CH2:11][CH2:10]2. (3) The product is: [ClH:17].[NH2:14][C:12]1[CH:11]=[CH:10][C:7]2[N:8]3[CH2:9][CH:2]([OH:1])[CH2:3][C:4]3=[N:5][C:6]=2[CH:13]=1. Given the reactants [OH:1][CH:2]1[CH2:9][N:8]2[C:4](=[N:5][C:6]3[CH:13]=[C:12]([N+:14]([O-])=O)[CH:11]=[CH:10][C:7]=32)[CH2:3]1.[ClH:17].[H][H], predict the reaction product. (4) Given the reactants C[Si]([N-][Si](C)(C)C)(C)C.[Li+].[C:11]([O:14][CH2:15][CH3:16])(=[O:13])[CH3:12].[O:17]=[C:18]1[CH2:23][CH2:22][N:21]([C:24]([O:26][C:27]([CH3:30])([CH3:29])[CH3:28])=[O:25])[CH2:20][CH2:19]1, predict the reaction product. The product is: [CH2:15]([O:14][C:11](=[O:13])[CH2:12][C:18]1([OH:17])[CH2:19][CH2:20][N:21]([C:24]([O:26][C:27]([CH3:29])([CH3:28])[CH3:30])=[O:25])[CH2:22][CH2:23]1)[CH3:16].